This data is from Catalyst prediction with 721,799 reactions and 888 catalyst types from USPTO. The task is: Predict which catalyst facilitates the given reaction. (1) The catalyst class is: 334. Product: [C:20]([C:14]1[C:13]([O:23][CH2:24][CH3:25])=[C:12]([CH:2]([NH:1][C:31](=[O:32])[O:30][C:26]([CH3:29])([CH3:28])[CH3:27])[CH2:3][O:4][Si:5]([C:8]([CH3:11])([CH3:10])[CH3:9])([CH3:7])[CH3:6])[C:17]([F:18])=[C:16]([Cl:19])[CH:15]=1)(=[O:22])[CH3:21]. Reactant: [NH2:1][CH:2]([C:12]1[C:13]([O:23][CH2:24][CH3:25])=[C:14]([C:20](=[O:22])[CH3:21])[CH:15]=[C:16]([Cl:19])[C:17]=1[F:18])[CH2:3][O:4][Si:5]([C:8]([CH3:11])([CH3:10])[CH3:9])([CH3:7])[CH3:6].[C:26]([O:30][C:31](O[C:31]([O:30][C:26]([CH3:29])([CH3:28])[CH3:27])=[O:32])=[O:32])([CH3:29])([CH3:28])[CH3:27].C(N(CC)C(C)C)(C)C. (2) Reactant: [CH:1]1([CH2:4][O:5][C:6]2[C:13]([O:14][CH3:15])=[CH:12][C:9]([CH:10]=[O:11])=[CH:8][C:7]=2[F:16])[CH2:3][CH2:2]1.P([O-])(O)(O)=[O:18].[Na+].CC(=CC)C.Cl([O-])=O.[Na+].Cl. Product: [CH:1]1([CH2:4][O:5][C:6]2[C:13]([O:14][CH3:15])=[CH:12][C:9]([C:10]([OH:18])=[O:11])=[CH:8][C:7]=2[F:16])[CH2:3][CH2:2]1. The catalyst class is: 371. (3) The catalyst class is: 148. Product: [F:21][C:9]1[CH:10]=[C:11]([CH3:20])[C:12]([S:14][CH2:15][C:16]([F:19])([F:17])[F:18])=[CH:13][C:8]=1[N:4]1[C:5]([CH3:7])=[CH:6][C:2]([O:1][CH2:38][C:39]([F:45])([F:44])[C:40]([F:43])([F:42])[F:41])=[N:3]1. Reactant: [OH:1][C:2]1[CH:6]=[C:5]([CH3:7])[N:4]([C:8]2[CH:13]=[C:12]([S:14][CH2:15][C:16]([F:19])([F:18])[F:17])[C:11]([CH3:20])=[CH:10][C:9]=2[F:21])[N:3]=1.C(=O)([O-])[O-].[K+].[K+].[F:44][C:39]([F:45])([C:40]([F:43])([F:42])[F:41])[C:38](F)(F)C(S(O[CH2:38][C:39]([F:45])([F:44])[C:40]([F:43])([F:42])[F:41])(=O)=O)(F)F.O. (4) Reactant: [N+:1]([C:4]1[CH:5]=[N:6][NH:7][CH:8]=1)([O-])=O.C([O-])([O-])=O.[K+].[K+].[C:15]([C:17]1[CH:18]=[C:19]([CH:22]=[CH:23][CH:24]=1)[CH2:20]Br)#[N:16]. Product: [NH2:1][C:4]1[CH:5]=[N:6][N:7]([CH2:20][C:19]2[CH:18]=[C:17]([CH:24]=[CH:23][CH:22]=2)[C:15]#[N:16])[CH:8]=1. The catalyst class is: 508.